Dataset: Forward reaction prediction with 1.9M reactions from USPTO patents (1976-2016). Task: Predict the product of the given reaction. (1) The product is: [C:1]([O:5][C:6](=[O:13])[NH:7][C:8]1[S:9][C:10]([C:21]2([OH:24])[CH2:22][CH2:23][C:18]3([O:17][CH2:16][CH2:15][O:14]3)[CH2:19][CH2:20]2)=[CH:11][N:12]=1)([CH3:4])([CH3:2])[CH3:3]. Given the reactants [C:1]([O:5][C:6](=[O:13])[NH:7][C:8]1[S:9][CH:10]=[CH:11][N:12]=1)([CH3:4])([CH3:3])[CH3:2].[O:14]1[C:18]2([CH2:23][CH2:22][C:21](=[O:24])[CH2:20][CH2:19]2)[O:17][CH2:16][CH2:15]1, predict the reaction product. (2) Given the reactants [C:1]([O:5][C:6](=[O:30])[NH:7][CH2:8][CH2:9][CH2:10][N:11]([CH2:16][C:17]1[CH:22]=[CH:21][CH:20]=[C:19]([C:23]2[CH:28]=[CH:27][N:26]=[C:25](Cl)[N:24]=2)[CH:18]=1)[S:12]([CH3:15])(=[O:14])=[O:13])([CH3:4])([CH3:3])[CH3:2].[NH2:31][CH2:32][CH2:33][C:34]1[CH:39]=[CH:38][C:37]([OH:40])=[C:36]([O:41][CH3:42])[CH:35]=1, predict the reaction product. The product is: [C:1]([O:5][C:6](=[O:30])[NH:7][CH2:8][CH2:9][CH2:10][N:11]([CH2:16][C:17]1[CH:22]=[CH:21][CH:20]=[C:19]([C:23]2[CH:28]=[CH:27][N:26]=[C:25]([NH:31][CH2:32][CH2:33][C:34]3[CH:39]=[CH:38][C:37]([OH:40])=[C:36]([O:41][CH3:42])[CH:35]=3)[N:24]=2)[CH:18]=1)[S:12]([CH3:15])(=[O:14])=[O:13])([CH3:4])([CH3:3])[CH3:2]. (3) The product is: [NH2:1][C:2]1[N:7]=[CH:6][N:5]=[C:4]2[N:8]([C@@H:25]3[CH2:30][CH2:29][CH2:28][N:27]([C:31]([C:32](=[CH:47][C:43]([N:40]4[CH2:41][CH2:42][CH:37]([OH:36])[CH2:38][CH2:39]4)([CH3:44])[CH3:46])[C:33]#[N:34])=[O:35])[CH2:26]3)[N:9]=[C:10]([C:11]3[CH:16]=[CH:15][C:14]([O:17][C:18]4[CH:19]=[CH:20][CH:21]=[CH:22][CH:23]=4)=[CH:13][C:12]=3[F:24])[C:3]=12. Given the reactants [NH2:1][C:2]1[N:7]=[CH:6][N:5]=[C:4]2[N:8]([C@@H:25]3[CH2:30][CH2:29][CH2:28][N:27]([C:31](=[O:35])[CH2:32][C:33]#[N:34])[CH2:26]3)[N:9]=[C:10]([C:11]3[CH:16]=[CH:15][C:14]([O:17][C:18]4[CH:23]=[CH:22][CH:21]=[CH:20][CH:19]=4)=[CH:13][C:12]=3[F:24])[C:3]=12.[OH:36][CH:37]1[CH2:42][CH2:41][N:40]([C:43]([CH3:47])([CH3:46])[CH:44]=O)[CH2:39][CH2:38]1.N1CCCC1.C(Cl)Cl, predict the reaction product. (4) Given the reactants [OH:1][CH:2]([CH2:19][NH:20][CH2:21][CH:22]1[CH2:27][CH2:26][N:25]([CH2:28][CH2:29][C:30]([F:33])([F:32])[F:31])[CH2:24][CH2:23]1)[CH2:3][O:4][C:5]1[C:17]2[C:16]3[C:11](=[CH:12][CH:13]=[CH:14][CH:15]=3)[C:10](=[O:18])[C:9]=2[CH:8]=[CH:7][CH:6]=1.[H-].[H-].[H-].[H-].[Li+].[Al+3].[OH-].[Na+].[O-]S([O-])(=O)=O.[Na+].[Na+], predict the reaction product. The product is: [OH:1][C@@H:2]([CH2:19][NH:20][CH2:21][CH:22]1[CH2:23][CH2:24][N:25]([CH2:28][CH2:29][C:30]([F:33])([F:31])[F:32])[CH2:26][CH2:27]1)[CH2:3][O:4][C:5]1[C:17]2[C:16]3[C:11](=[CH:12][CH:13]=[CH:14][CH:15]=3)[CH:10]([OH:18])[C:9]=2[CH:8]=[CH:7][CH:6]=1. (5) The product is: [CH2:1]([NH:3][C:4]([NH:6][C:7]1[CH:8]=[CH:9][C:10]([C:13]2[N:14]=[C:15]([N:23]3[CH2:24][CH2:25][O:26][CH2:27][CH2:28]3)[C:16]3[CH2:22][CH2:21][N:20]([C:38]4[N:39]([CH3:42])[C:40](=[O:41])[CH:30]=[CH:29][CH:31]=4)[CH2:19][C:17]=3[N:18]=2)=[CH:11][CH:12]=1)=[O:5])[CH3:2]. Given the reactants [CH2:1]([NH:3][C:4]([NH:6][C:7]1[CH:12]=[CH:11][C:10]([C:13]2[N:14]=[C:15]([N:23]3[CH2:28][CH2:27][O:26][CH2:25][CH2:24]3)[C:16]3[CH2:22][CH2:21][NH:20][CH2:19][C:17]=3[N:18]=2)=[CH:9][CH:8]=1)=[O:5])[CH3:2].[CH:29](N(CC)C(C)C)([CH3:31])[CH3:30].[CH3:38][N:39]([CH3:42])[CH:40]=[O:41], predict the reaction product. (6) The product is: [F:32][C:20]1[C:19]([C:1]2[CH:6]=[CH:5][CH:4]=[CH:3][CH:2]=2)=[C:28]([CH3:29])[C:27]([C:30]#[N:31])=[C:22]2[C:21]=1[O:25][C:24]([CH3:26])=[N:23]2. Given the reactants [C:1]1(B(O)O)[CH:6]=[CH:5][CH:4]=[CH:3][CH:2]=1.P([O-])([O-])([O-])=O.[K+].[K+].[K+].Br[C:19]1[C:20]([F:32])=[C:21]2[O:25][C:24]([CH3:26])=[N:23][C:22]2=[C:27]([C:30]#[N:31])[C:28]=1[CH3:29], predict the reaction product.